This data is from Forward reaction prediction with 1.9M reactions from USPTO patents (1976-2016). The task is: Predict the product of the given reaction. (1) Given the reactants [N:1]1[CH:6]=[C:5]([CH2:7][OH:8])[CH:4]=[N:3][CH:2]=1.[Cl:9][C:10]1[C:15]([Cl:16])=[CH:14][CH:13]=[CH:12][C:11]=1[S:17]([NH:20][C:21]1[C:26](Br)=[N:25][C:24]([Br:28])=[CH:23][N:22]=1)(=[O:19])=[O:18], predict the reaction product. The product is: [Br:28][C:24]1[N:25]=[C:26]([O:8][CH2:7][C:5]2[CH:6]=[N:1][CH:2]=[N:3][CH:4]=2)[C:21]([NH:20][S:17]([C:11]2[CH:12]=[CH:13][CH:14]=[C:15]([Cl:16])[C:10]=2[Cl:9])(=[O:19])=[O:18])=[N:22][CH:23]=1. (2) Given the reactants Cl[C:2]1[N:7]=[C:6]([NH:8][CH2:9][CH:10]2[CH2:15][CH2:14][O:13][CH2:12][CH2:11]2)[C:5]([C:16]([F:19])([F:18])[F:17])=[CH:4][CH:3]=1.[Cl:20][C:21]1[C:22](B(O)O)=[CH:23][C:24]([F:27])=[N:25][CH:26]=1.C(=O)([O-])[O-].[Na+].[Na+], predict the reaction product. The product is: [Cl:20][C:21]1[C:22]([C:2]2[CH:3]=[CH:4][C:5]([C:16]([F:19])([F:18])[F:17])=[C:6]([NH:8][CH2:9][CH:10]3[CH2:15][CH2:14][O:13][CH2:12][CH2:11]3)[N:7]=2)=[CH:23][C:24]([F:27])=[N:25][CH:26]=1. (3) Given the reactants [CH:1]1([CH2:7][C:8]([NH:10][CH:11]([C:14]2[C:15](=[O:25])[NH:16][C:17]([CH:20]3[CH2:24][CH2:23][CH2:22][CH2:21]3)=[N:18][N:19]=2)[CH2:12][CH3:13])=O)[CH2:6][CH2:5][CH2:4][CH2:3][CH2:2]1.P(Cl)(Cl)(Cl)=O, predict the reaction product. The product is: [CH:1]1([CH2:7][C:8]2[N:19]3[C:14]([C:15](=[O:25])[NH:16][C:17]([CH:20]4[CH2:24][CH2:23][CH2:22][CH2:21]4)=[N:18]3)=[C:11]([CH2:12][CH3:13])[N:10]=2)[CH2:6][CH2:5][CH2:4][CH2:3][CH2:2]1.